Dataset: NCI-60 drug combinations with 297,098 pairs across 59 cell lines. Task: Regression. Given two drug SMILES strings and cell line genomic features, predict the synergy score measuring deviation from expected non-interaction effect. (1) Drug 1: CNC(=O)C1=CC=CC=C1SC2=CC3=C(C=C2)C(=NN3)C=CC4=CC=CC=N4. Drug 2: CC(C)CN1C=NC2=C1C3=CC=CC=C3N=C2N. Cell line: HCT-15. Synergy scores: CSS=-0.210, Synergy_ZIP=0.171, Synergy_Bliss=-1.15, Synergy_Loewe=-3.88, Synergy_HSA=-3.22. (2) Drug 2: C1=NC2=C(N1)C(=S)N=C(N2)N. Drug 1: CC1=C(C=C(C=C1)NC2=NC=CC(=N2)N(C)C3=CC4=NN(C(=C4C=C3)C)C)S(=O)(=O)N.Cl. Cell line: SK-MEL-2. Synergy scores: CSS=16.9, Synergy_ZIP=-4.45, Synergy_Bliss=-2.72, Synergy_Loewe=-11.0, Synergy_HSA=-5.96. (3) Drug 1: CS(=O)(=O)OCCCCOS(=O)(=O)C. Drug 2: COCCOC1=C(C=C2C(=C1)C(=NC=N2)NC3=CC=CC(=C3)C#C)OCCOC.Cl. Cell line: MALME-3M. Synergy scores: CSS=5.76, Synergy_ZIP=-0.544, Synergy_Bliss=-1.01, Synergy_Loewe=2.93, Synergy_HSA=-0.420. (4) Drug 1: C1=CC(=C2C(=C1NCCNCCO)C(=O)C3=C(C=CC(=C3C2=O)O)O)NCCNCCO. Drug 2: C1CN(CCN1C(=O)CCBr)C(=O)CCBr. Cell line: RXF 393. Synergy scores: CSS=30.1, Synergy_ZIP=-0.658, Synergy_Bliss=-0.364, Synergy_Loewe=1.76, Synergy_HSA=3.39. (5) Drug 2: C1=CN(C(=O)N=C1N)C2C(C(C(O2)CO)O)O.Cl. Synergy scores: CSS=27.9, Synergy_ZIP=-4.10, Synergy_Bliss=-4.80, Synergy_Loewe=-1.51, Synergy_HSA=-0.455. Drug 1: C1=CC(=CC=C1C#N)C(C2=CC=C(C=C2)C#N)N3C=NC=N3. Cell line: U251.